Task: Predict the reaction yield, written as a fraction of the theoretical maximum amount of product (1.0 means a 100% yield; for example, 0.34 means a 34% yield).. Dataset: Reaction yield outcomes from USPTO patents with 853,638 reactions (1) The reactants are [OH-].[Na+].[Cl:3][C:4]1[C:9]2[O:10][CH2:11][CH2:12][O:13][C:8]=2[CH:7]=[C:6]([C:14]([C@H:16]2[CH2:18][C@@H:17]2[C:19]([O:21]C)=[O:20])=[O:15])[CH:5]=1.Cl. The catalyst is O1CCOCC1. The product is [Cl:3][C:4]1[C:9]2[O:10][CH2:11][CH2:12][O:13][C:8]=2[CH:7]=[C:6]([C:14]([C@H:16]2[CH2:18][C@@H:17]2[C:19]([OH:21])=[O:20])=[O:15])[CH:5]=1. The yield is 0.150. (2) The reactants are [Cl:1][C:2]1[CH:3]=[C:4]([CH:6]=[C:7]([Cl:9])[CH:8]=1)[NH2:5].Br[C:11]1[CH:12]=[C:13]([CH2:17][C:18]([OH:20])=[O:19])[CH:14]=[CH:15][CH:16]=1.C([O-])([O-])=O.[K+].[K+].Cl. The catalyst is [Cu].[Cu](Br)Br.O.CN(C=O)C. The product is [Cl:1][C:2]1[CH:3]=[C:4]([NH:5][C:11]2[CH:12]=[C:13]([CH2:17][C:18]([OH:20])=[O:19])[CH:14]=[CH:15][CH:16]=2)[CH:6]=[C:7]([Cl:9])[CH:8]=1. The yield is 0.0400. (3) The yield is 0.372. The catalyst is [C-]#N.[C-]#N.[Zn+2].C1C=CC([P]([Pd]([P](C2C=CC=CC=2)(C2C=CC=CC=2)C2C=CC=CC=2)([P](C2C=CC=CC=2)(C2C=CC=CC=2)C2C=CC=CC=2)[P](C2C=CC=CC=2)(C2C=CC=CC=2)C2C=CC=CC=2)(C2C=CC=CC=2)C2C=CC=CC=2)=CC=1. The product is [Cl:18][C:4]1[CH:3]=[C:2]([C:19]#[N:20])[C:10]2[N:9]=[C:8]([CH3:11])[N:7]([CH:12]3[CH2:17][CH2:16][CH2:15][CH2:14][O:13]3)[C:6]=2[CH:5]=1. The reactants are Br[C:2]1[C:10]2[N:9]=[C:8]([CH3:11])[N:7]([CH:12]3[CH2:17][CH2:16][CH2:15][CH2:14][O:13]3)[C:6]=2[CH:5]=[C:4]([Cl:18])[CH:3]=1.[CH3:19][N:20]1C(=O)CCC1. (4) The reactants are N[CH2:2][C:3]([C:6]1[NH:7][C:8]2[C:13]([CH:14]=1)=[CH:12][C:11]([NH:15][C:16]([C:18]1([C:21]3[CH:29]=[CH:28][C:24]4[O:25][CH2:26][O:27][C:23]=4[CH:22]=3)[CH2:20][CH2:19]1)=[O:17])=[CH:10][CH:9]=2)(C)[CH3:4].C(=O)([O-])[O-].[K+].[K+].IC.O.[CH3:39][N:40]([CH:42]=O)[CH3:41]. No catalyst specified. The product is [O:25]1[C:24]2[CH:28]=[CH:29][C:21]([C:18]3([C:16]([NH:15][C:11]4[CH:12]=[C:13]5[C:8](=[CH:9][CH:10]=4)[NH:7][C:6]([C:3]([CH3:4])([CH3:2])[CH2:42][N:40]([CH3:39])[CH3:41])=[CH:14]5)=[O:17])[CH2:20][CH2:19]3)=[CH:22][C:23]=2[O:27][CH2:26]1. The yield is 0.330.